This data is from Full USPTO retrosynthesis dataset with 1.9M reactions from patents (1976-2016). The task is: Predict the reactants needed to synthesize the given product. Given the product [CH3:96][O:95][C:91]1[CH:90]=[C:89]([NH:88][C:77]2[C:76]3[C:81](=[C:82]([CH3:84])[CH:83]=[C:74]([S:71]([C:68]4[CH:67]=[CH:66][C:65]([C:62]5[CH:63]=[CH:64][C:59]([CH2:58][CH2:57][CH2:56][CH2:55][CH:54]=[O:53])=[CH:60][CH:61]=5)=[CH:70][CH:69]=4)(=[O:72])=[O:73])[CH:75]=3)[N:80]=[CH:79][C:78]=2[C:85]([NH2:87])=[O:86])[CH:94]=[CH:93][CH:92]=1, predict the reactants needed to synthesize it. The reactants are: COC1C=C(NC2C3C(=C(C)C=C(S(C4C=CC=C(C(=O)NC5C=CC(C6C=CC(CCCC=O)=CC=6)=CC=5)C=4)(=O)=O)C=3)N=CC=2C(N)=O)C=CC=1.[OH:53][CH2:54][CH2:55][CH2:56][CH2:57][CH2:58][C:59]1[CH:64]=[CH:63][C:62]([C:65]2[CH:70]=[CH:69][C:68]([S:71]([C:74]3[CH:75]=[C:76]4[C:81](=[C:82]([CH3:84])[CH:83]=3)[N:80]=[CH:79][C:78]([C:85]([NH2:87])=[O:86])=[C:77]4[NH:88][C:89]3[CH:94]=[CH:93][CH:92]=[C:91]([O:95][CH3:96])[CH:90]=3)(=[O:73])=[O:72])=[CH:67][CH:66]=2)=[CH:61][CH:60]=1.